Predict the reaction yield, written as a fraction of the theoretical maximum amount of product (1.0 means a 100% yield; for example, 0.34 means a 34% yield). From a dataset of Reaction yield outcomes from USPTO patents with 853,638 reactions. (1) The reactants are [Br:1][C:2]1[CH:7]=[CH:6][C:5]([C:8]([CH3:12])([CH3:11])[CH2:9][OH:10])=[C:4]([F:13])[CH:3]=1.[H-].[Na+].[CH3:16]I. The catalyst is CN(C=O)C. The product is [CH3:16][O:10][CH2:9][C:8]([C:5]1[CH:6]=[CH:7][C:2]([Br:1])=[CH:3][C:4]=1[F:13])([CH3:11])[CH3:12]. The yield is 0.830. (2) The reactants are Br[CH2:2][C:3]1[CH:8]=[CH:7][C:6]([C:9]2[CH:13]=[C:12]([C:14]3[C:15]([N:32]([C:40]([O:42][C:43]([CH3:46])([CH3:45])[CH3:44])=[O:41])C(=O)OC(C)(C)C)=[N:16][CH:17]=[C:18]([C:20]4[CH:25]=[CH:24][C:23]([S:26]([CH:29]([CH3:31])[CH3:30])(=[O:28])=[O:27])=[CH:22][N:21]=4)[CH:19]=3)[O:11][N:10]=2)=[CH:5][CH:4]=1.C(O)C.[CH3:50][NH2:51]. The catalyst is C(Cl)Cl. The product is [CH:29]([S:26]([C:23]1[CH:24]=[CH:25][C:20]([C:18]2[CH:19]=[C:14]([C:12]3[O:11][N:10]=[C:9]([C:6]4[CH:7]=[CH:8][C:3]([CH2:2][NH:51][CH3:50])=[CH:4][CH:5]=4)[CH:13]=3)[C:15]([NH:32][C:40](=[O:41])[O:42][C:43]([CH3:46])([CH3:45])[CH3:44])=[N:16][CH:17]=2)=[N:21][CH:22]=1)(=[O:27])=[O:28])([CH3:31])[CH3:30]. The yield is 0.480. (3) The reactants are [F:1][C:2]1[CH:7]=[CH:6][C:5]([C:8]2[C:16]3[C:11](=[CH:12][CH:13]=[C:14]([NH2:17])[CH:15]=3)[N:10](COCCOC)[N:9]=2)=[CH:4][CH:3]=1.[C:24](Cl)(=[O:31])[C:25]1[CH:30]=[CH:29][CH:28]=[CH:27][CH:26]=1.O.N1C=CC=C[CH:35]=1. No catalyst specified. The product is [F:1][C:2]1[CH:3]=[CH:4][C:5]([C:8]2[C:16]3[C:11](=[CH:12][CH:13]=[C:14]([NH:17][C:24]([C:25]4[CH:30]=[CH:29][CH:28]=[CH:27][C:26]=4[CH3:35])=[O:31])[CH:15]=3)[NH:10][N:9]=2)=[CH:6][CH:7]=1. The yield is 0.190. (4) The reactants are [CH3:1][N:2]1[CH:6]=[N:5][N:4]=[N:3]1.CN(CCN(C)C)C.[Li]CCCC.CN(OC)[C:22]([C:24]1[C:29]([CH3:30])=[CH:28][CH:27]=[CH:26][N:25]=1)=[O:23].C([O-])(O)=O.[Na+]. The catalyst is C1COCC1. The product is [CH3:30][C:29]1[C:24]([C:22]([C:6]2[N:2]([CH3:1])[N:3]=[N:4][N:5]=2)=[O:23])=[N:25][CH:26]=[CH:27][CH:28]=1. The yield is 0.397. (5) The reactants are Cl[C:2]1[C:7]([CH:8]([CH2:13][CH2:14][CH3:15])[C:9]([O:11][CH3:12])=[O:10])=[C:6]([CH3:16])[N:5]=[C:4]([C:17]2[CH:22]=[CH:21][CH:20]=[CH:19][CH:18]=2)[N:3]=1.C(N(CC)C(C)C)(C)C.[O:32]1[CH2:38][CH2:37][CH2:36][O:35][C:34]2[CH:39]=[C:40](B(O)O)[CH:41]=[CH:42][C:33]1=2. The catalyst is COCCOC.O.[Pd].C1(P(C2C=CC=CC=2)C2C=CC=CC=2)C=CC=CC=1.C1(P(C2C=CC=CC=2)C2C=CC=CC=2)C=CC=CC=1.C1(P(C2C=CC=CC=2)C2C=CC=CC=2)C=CC=CC=1.C1(P(C2C=CC=CC=2)C2C=CC=CC=2)C=CC=CC=1. The product is [O:32]1[CH2:38][CH2:37][CH2:36][O:35][C:34]2[CH:39]=[C:40]([C:2]3[C:7]([CH:8]([CH2:13][CH2:14][CH3:15])[C:9]([O:11][CH3:12])=[O:10])=[C:6]([CH3:16])[N:5]=[C:4]([C:17]4[CH:22]=[CH:21][CH:20]=[CH:19][CH:18]=4)[N:3]=3)[CH:41]=[CH:42][C:33]1=2. The yield is 0.750. (6) The reactants are [CH3:1][C:2]1[CH:7]=[CH:6][C:5]([CH:8]=[CH:9][C:10](=[O:20])[CH:11]=[CH:12][C:13]2[CH:18]=[CH:17][C:16]([CH3:19])=[CH:15][CH:14]=2)=[CH:4][CH:3]=1.[CH3:21][NH2:22].O. The catalyst is CN(C)C=O. The product is [CH3:19][C:16]1[CH:15]=[CH:14][C:13]([CH:12]2[CH2:11][C:10](=[O:20])[CH2:9][CH:8]([C:5]3[CH:4]=[CH:3][C:2]([CH3:1])=[CH:7][CH:6]=3)[N:22]2[CH3:21])=[CH:18][CH:17]=1. The yield is 0.750. (7) The reactants are [N+:1]([C:4]1[C:5]([C:9]([OH:11])=O)=[N:6][NH:7][CH:8]=1)([O-:3])=[O:2].CCN=C=N[CH2:17][CH2:18][CH2:19][N:20]([CH3:22])[CH3:21].Cl.[CH:24]1C=C[C:27]2N(O)N=[N:30][C:28]=2[CH:29]=1.[CH3:34][N:35]([CH:37]=O)[CH3:36]. The catalyst is C(Cl)(Cl)Cl.CO. The product is [CH3:34][N:35]1[CH2:37][CH2:21][N:20]([CH2:19][C:18]2[CH:17]=[CH:27][C:28]([NH:30][C:9]([C:5]3[C:4]([N+:1]([O-:3])=[O:2])=[CH:8][NH:7][N:6]=3)=[O:11])=[CH:29][CH:24]=2)[CH2:22][CH2:36]1. The yield is 0.882.